This data is from Reaction yield outcomes from USPTO patents with 853,638 reactions. The task is: Predict the reaction yield, written as a fraction of the theoretical maximum amount of product (1.0 means a 100% yield; for example, 0.34 means a 34% yield). (1) The reactants are Cl.[Br:2][C:3]1[CH:10]=[CH:9][C:6]([CH2:7][NH2:8])=[CH:5][CH:4]=1.[OH-].[Na+].[CH3:13][C:14]([O:17][C:18](O[C:18]([O:17][C:14]([CH3:16])([CH3:15])[CH3:13])=[O:19])=[O:19])([CH3:16])[CH3:15]. The catalyst is O1CCOCC1. The product is [C:14]([O:17][C:18](=[O:19])[NH:8][CH2:7][C:6]1[CH:9]=[CH:10][C:3]([Br:2])=[CH:4][CH:5]=1)([CH3:16])([CH3:15])[CH3:13]. The yield is 0.960. (2) The reactants are [F:1][C:2]([F:27])([F:26])[C:3]1[CH:25]=[CH:24][C:6]([C:7]([NH:9][C:10](=S)[NH:11][CH2:12][C:13]2[CH:18]=[CH:17][CH:16]=[CH:15][C:14]=2[C:19]([F:22])([F:21])[F:20])=[O:8])=[CH:5][CH:4]=1.[NH2:28][C:29]1[CH:34]=[CH:33][CH:32]=[C:31]([NH2:35])[N:30]=1. The catalyst is CN(C=O)C.C(OCC)(=O)C. The product is [NH2:28][C:29]1[N:30]=[C:31]([NH:35]/[C:10](/[NH:11][CH2:12][C:13]2[CH:18]=[CH:17][CH:16]=[CH:15][C:14]=2[C:19]([F:22])([F:21])[F:20])=[N:9]\[C:7](=[O:8])[C:6]2[CH:24]=[CH:25][C:3]([C:2]([F:27])([F:26])[F:1])=[CH:4][CH:5]=2)[CH:32]=[CH:33][CH:34]=1. The yield is 0.550. (3) The reactants are [CH3:1][O:2][C:3](=[O:12])[C:4]1[CH:9]=[C:8]([I:10])[CH:7]=[CH:6][C:5]=1[NH2:11].Cl.[N:14]([O-])=O.[Na+].O.O.[Cl:20][Sn]Cl. The catalyst is O. The product is [ClH:20].[CH3:1][O:2][C:3](=[O:12])[C:4]1[CH:9]=[C:8]([I:10])[CH:7]=[CH:6][C:5]=1[NH:11][NH2:14]. The yield is 0.760. (4) The reactants are [C:1]([O:5][C:6](=[O:19])[NH:7][C:8]1[C:13]([F:14])=[CH:12][CH:11]=[C:10]([N+:15]([O-])=O)[C:9]=1[F:18])([CH3:4])([CH3:3])[CH3:2]. The catalyst is CO.[C].[Pd]. The product is [C:1]([O:5][C:6](=[O:19])[NH:7][C:8]1[C:13]([F:14])=[CH:12][CH:11]=[C:10]([NH2:15])[C:9]=1[F:18])([CH3:4])([CH3:2])[CH3:3]. The yield is 0.860. (5) The reactants are [CH3:1][O:2][C:3]([CH:5]1[CH2:10][CH2:9][CH:8]([C:11]#[N:12])[CH2:7][CH2:6]1)=[O:4].[OH:13][NH2:14].C(N(CC)CC)C.Cl.ON. The catalyst is CS(C)=O. The yield is 0.600. The product is [CH3:1][O:2][C:3]([CH:5]1[CH2:10][CH2:9][CH:8]([C:11](=[NH:12])[NH:14][OH:13])[CH2:7][CH2:6]1)=[O:4]. (6) The reactants are [CH2:1]([N:8]1[CH2:17][C:16]([CH3:19])([CH3:18])[NH:15][C:14](=O)[C:9]21[CH2:13][CH2:12][CH2:11][CH2:10]2)[C:2]1[CH:7]=[CH:6][CH:5]=[CH:4][CH:3]=1.[H-].[Al+3].[Li+].[H-].[H-].[H-].Cl[Si](C)(C)C.O. The catalyst is C1COCC1. The product is [CH2:1]([N:8]1[CH2:17][C:16]([CH3:19])([CH3:18])[NH:15][CH2:14][C:9]21[CH2:10][CH2:11][CH2:12][CH2:13]2)[C:2]1[CH:3]=[CH:4][CH:5]=[CH:6][CH:7]=1. The yield is 0.930.